From a dataset of Full USPTO retrosynthesis dataset with 1.9M reactions from patents (1976-2016). Predict the reactants needed to synthesize the given product. (1) Given the product [CH3:16][C:15]([CH3:18])([CH3:17])[CH:14]([C:11]1[S:10][C:9]([C:7]([NH:6][CH2:5][CH2:4][C:3]([OH:37])=[O:2])=[O:8])=[CH:13][CH:12]=1)[O:19][C:20]1[CH:25]=[CH:24][C:23]([C:26]2[CH:27]=[CH:28][C:29]([C:32]([F:33])([F:34])[F:35])=[CH:30][CH:31]=2)=[C:22]([CH3:36])[CH:21]=1, predict the reactants needed to synthesize it. The reactants are: C[O:2][C:3](=[O:37])[CH2:4][CH2:5][NH:6][C:7]([C:9]1[S:10][C:11]([CH:14]([O:19][C:20]2[CH:25]=[CH:24][C:23]([C:26]3[CH:31]=[CH:30][C:29]([C:32]([F:35])([F:34])[F:33])=[CH:28][CH:27]=3)=[C:22]([CH3:36])[CH:21]=2)[C:15]([CH3:18])([CH3:17])[CH3:16])=[CH:12][CH:13]=1)=[O:8].[OH-].[Na+].Cl. (2) Given the product [Cl:17][CH2:18][C:19]([NH:1][C:2]1[CH:7]=[CH:6][CH:5]=[CH:4][C:3]=1[OH:8])=[O:20], predict the reactants needed to synthesize it. The reactants are: [NH2:1][C:2]1[CH:7]=[CH:6][CH:5]=[CH:4][C:3]=1[OH:8].C(=O)(O)[O-].[Na+].C(#N)C.[Cl:17][CH2:18][C:19](Cl)=[O:20]. (3) The reactants are: C(OC([N:8]1[CH2:12][C:11]([F:14])([F:13])[CH2:10][CH:9]1[CH2:15][O:16][C:17]1[CH:26]=[CH:25][C:20]([C:21]([O:23][CH3:24])=[O:22])=[CH:19][CH:18]=1)=O)(C)(C)C.C(O)(C(F)(F)F)=O. Given the product [F:14][C:11]1([F:13])[CH2:12][NH:8][CH:9]([CH2:15][O:16][C:17]2[CH:26]=[CH:25][C:20]([C:21]([O:23][CH3:24])=[O:22])=[CH:19][CH:18]=2)[CH2:10]1, predict the reactants needed to synthesize it.